Dataset: Peptide-MHC class I binding affinity with 185,985 pairs from IEDB/IMGT. Task: Regression. Given a peptide amino acid sequence and an MHC pseudo amino acid sequence, predict their binding affinity value. This is MHC class I binding data. The peptide sequence is QRAAMAAQL. The MHC is HLA-A02:06 with pseudo-sequence HLA-A02:06. The binding affinity (normalized) is 0.